Dataset: Peptide-MHC class I binding affinity with 185,985 pairs from IEDB/IMGT. Task: Regression. Given a peptide amino acid sequence and an MHC pseudo amino acid sequence, predict their binding affinity value. This is MHC class I binding data. (1) The peptide sequence is LPWFLDTTI. The MHC is HLA-A25:01 with pseudo-sequence HLA-A25:01. The binding affinity (normalized) is 0.0847. (2) The peptide sequence is ATCALVSDCA. The MHC is HLA-A02:01 with pseudo-sequence HLA-A02:01. The binding affinity (normalized) is 0. (3) The peptide sequence is SPRPEMQEF. The MHC is HLA-B35:01 with pseudo-sequence HLA-B35:01. The binding affinity (normalized) is 0.560. (4) The peptide sequence is MVRQMRAAL. The MHC is HLA-C04:01 with pseudo-sequence HLA-C04:01. The binding affinity (normalized) is 0.213.